This data is from Forward reaction prediction with 1.9M reactions from USPTO patents (1976-2016). The task is: Predict the product of the given reaction. (1) Given the reactants [F:1][C:2]1[CH:3]=[CH:4][C:5]([NH:8][C:9]([C@@H:11]2[CH2:15][CH2:14][N:13](C(OCC3C=CC=CC=3)=O)[N:12]2[C:26](=[O:45])[C@@H:27]([CH2:33][N:34]([CH:43]=[O:44])[O:35]CC2C=CC=CC=2)[CH2:28][CH2:29][CH2:30][CH2:31][CH3:32])=[O:10])=[N:6][CH:7]=1, predict the reaction product. The product is: [F:1][C:2]1[CH:3]=[CH:4][C:5]([NH:8][C:9]([C@@H:11]2[CH2:15][CH2:14][NH:13][N:12]2[C:26](=[O:45])[C@@H:27]([CH2:33][N:34]([CH:43]=[O:44])[OH:35])[CH2:28][CH2:29][CH2:30][CH2:31][CH3:32])=[O:10])=[N:6][CH:7]=1. (2) Given the reactants [Br:1][C:2]1[CH:7]=[CH:6][N:5]=[C:4]2[NH:8][CH:9]=[CH:10][C:3]=12.[CH3:11][O:12][C:13]1[CH:20]=[CH:19][C:16]([CH2:17]Cl)=[CH:15][CH:14]=1, predict the reaction product. The product is: [Br:1][C:2]1[CH:7]=[CH:6][N:5]=[C:4]2[N:8]([CH2:17][C:16]3[CH:19]=[CH:20][C:13]([O:12][CH3:11])=[CH:14][CH:15]=3)[CH:9]=[CH:10][C:3]=12. (3) Given the reactants [Na+].Br[C:3]1[CH:4]=[C:5]([S:13]([O-:16])(=[O:15])=[O:14])[C:6]2[CH:7]=[CH:8][N:9]=[CH:10][C:11]=2[CH:12]=1.[C:17]1(B(O)O)[CH:22]=[CH:21][CH:20]=[CH:19][CH:18]=1.C(=O)([O-])[O-].[Na+].[Na+].C1(P(C2C=CC=CC=2)CCCCP(C2C=CC=CC=2)C2C=CC=CC=2)C=CC=CC=1.[ClH:62], predict the reaction product. The product is: [ClH:62].[C:17]1([C:3]2[CH:4]=[C:5]([S:13]([OH:16])(=[O:15])=[O:14])[C:6]3[CH:7]=[CH:8][N:9]=[CH:10][C:11]=3[CH:12]=2)[CH:22]=[CH:21][CH:20]=[CH:19][CH:18]=1. (4) Given the reactants [N:1]([C:4]1[S:5][C:6]([C:10]([NH:12][CH2:13][C:14]2[CH:19]=[CH:18][CH:17]=[CH:16][CH:15]=2)=[O:11])=[C:7]([CH3:9])[N:8]=1)=[N+:2]=[N-:3].[C:20]([O:26][CH2:27][CH3:28])(=[O:25])[CH2:21][C:22]([CH3:24])=O.C(N(CC)CC)C, predict the reaction product. The product is: [CH2:13]([NH:12][C:10]([C:6]1[S:5][C:4]([N:1]2[C:22]([CH3:24])=[C:21]([C:20]([O:26][CH2:27][CH3:28])=[O:25])[N:3]=[N:2]2)=[N:8][C:7]=1[CH3:9])=[O:11])[C:14]1[CH:19]=[CH:18][CH:17]=[CH:16][CH:15]=1.